This data is from Reaction yield outcomes from USPTO patents with 853,638 reactions. The task is: Predict the reaction yield, written as a fraction of the theoretical maximum amount of product (1.0 means a 100% yield; for example, 0.34 means a 34% yield). (1) The reactants are [CH3:1][C:2]1([CH3:18])[CH2:5][C:4]([C:12]([O:14]C(C)C)=[O:13])([C:6]([O:8]C(C)C)=[O:7])[CH2:3]1.[OH-].[K+]. The catalyst is C(O)C.O. The product is [CH3:1][C:2]1([CH3:18])[CH2:5][C:4]([C:6]([OH:8])=[O:7])([C:12]([OH:14])=[O:13])[CH2:3]1. The yield is 0.890. (2) The reactants are O[O:2][S:3]([O-:5])=O.[K+].[CH:7]([N:10]1[N:19]=[C:18]([NH:20][C:21]2[CH:25]=[C:24]([CH3:26])[NH:23][N:22]=2)[C:17]2[C:12](=[CH:13][C:14](SC)=[CH:15][CH:16]=2)[C:11]1=[O:29])([CH3:9])[CH3:8].O1CCOC[CH2:31]1.O. The yield is 0.250. The product is [CH:7]([N:10]1[N:19]=[C:18]([NH:20][C:21]2[CH:25]=[C:24]([CH3:26])[NH:23][N:22]=2)[C:17]2[C:12](=[CH:13][C:14]([S:3]([CH3:31])(=[O:5])=[O:2])=[CH:15][CH:16]=2)[C:11]1=[O:29])([CH3:9])[CH3:8]. The catalyst is O. (3) The reactants are [Br:1][C:2]1[CH:3]=[CH:4][C:5]([NH:8][C:9]([O:11][C:12]([CH3:15])([CH3:14])[CH3:13])=[O:10])=[N:6][CH:7]=1.[H-].[Na+].I[CH3:19]. The catalyst is CN(C=O)C. The product is [Br:1][C:2]1[CH:3]=[CH:4][C:5]([N:8]([C:9]([O:11][C:12]([CH3:15])([CH3:14])[CH3:13])=[O:10])[CH3:19])=[N:6][CH:7]=1. The yield is 0.350. (4) The reactants are [Cl-].[CH3:2][C@@H:3]1[O:11][C:10](=[O:12])[C@@H:9]([NH3+:13])[CH2:8][CH2:7][CH2:6][C@H:5]([O:14][CH2:15][C:16]([CH3:18])=[CH2:17])[C@H:4]1[O:19][CH2:20][C:21]([CH3:23])=[CH2:22].[OH:24][C:25]1[C:26]([C:33](O)=[O:34])=[N:27][CH:28]=[CH:29][C:30]=1[O:31][CH3:32].CCN(C(C)C)C(C)C.C1CN([P+](ON2N=NC3C=CC=CC2=3)(N2CCCC2)N2CCCC2)CC1.F[P-](F)(F)(F)(F)F. The catalyst is C(Cl)Cl. The product is [OH:24][C:25]1[C:26]([C:33]([NH:13][C@H:9]2[CH2:8][CH2:7][CH2:6][C@H:5]([O:14][CH2:15][C:16]([CH3:18])=[CH2:17])[C@@H:4]([O:19][CH2:20][C:21]([CH3:23])=[CH2:22])[C@H:3]([CH3:2])[O:11][C:10]2=[O:12])=[O:34])=[N:27][CH:28]=[CH:29][C:30]=1[O:31][CH3:32]. The yield is 0.720. (5) The reactants are [Cl:1][C:2]1[CH:10]=[CH:9][CH:8]=[C:7]2[C:3]=1[C:4]([C:15]([OH:17])=O)=[CH:5][N:6]2[CH2:11][CH2:12][O:13][CH3:14].[F:18][C:19]1[CH:26]=[CH:25][CH:24]=[CH:23][C:20]=1[CH2:21][NH2:22].CCN(CC)CC.N1(O)C2C=CC=CC=2N=N1.C(Cl)CCl. The catalyst is C1COCC1. The product is [F:18][C:19]1[CH:26]=[CH:25][CH:24]=[CH:23][C:20]=1[CH2:21][NH:22][C:15]([C:4]1[C:3]2[C:7](=[CH:8][CH:9]=[CH:10][C:2]=2[Cl:1])[N:6]([CH2:11][CH2:12][O:13][CH3:14])[CH:5]=1)=[O:17]. The yield is 0.236. (6) The reactants are Cl[CH2:2][C:3]([NH:5][C:6]1[C:11]([CH3:12])=[CH:10][C:9]([CH3:13])=[CH:8][C:7]=1[CH3:14])=[O:4].[CH2:15]([NH:20][CH2:21][C:22]1[CH:27]=[CH:26][C:25]([C:28]2[CH:33]=[CH:32][CH:31]=[CH:30][C:29]=2[C:34]2[N:38]([C:39]([C:52]3[CH:57]=[CH:56][CH:55]=[CH:54][CH:53]=3)([C:46]3[CH:51]=[CH:50][CH:49]=[CH:48][CH:47]=3)[C:40]3[CH:45]=[CH:44][CH:43]=[CH:42][CH:41]=3)[N:37]=[N:36][N:35]=2)=[CH:24][CH:23]=1)[CH2:16][CH2:17][CH2:18][CH3:19].[I-].[K+].C(N(CC)CC)C. The catalyst is CN(C)C=O.C(OCC)(=O)C. The product is [CH2:15]([N:20]([CH2:2][C:3]([NH:5][C:6]1[C:11]([CH3:12])=[CH:10][C:9]([CH3:13])=[CH:8][C:7]=1[CH3:14])=[O:4])[CH2:21][C:22]1[CH:23]=[CH:24][C:25]([C:28]2[CH:33]=[CH:32][CH:31]=[CH:30][C:29]=2[C:34]2[N:38]([C:39]([C:40]3[CH:41]=[CH:42][CH:43]=[CH:44][CH:45]=3)([C:52]3[CH:53]=[CH:54][CH:55]=[CH:56][CH:57]=3)[C:46]3[CH:47]=[CH:48][CH:49]=[CH:50][CH:51]=3)[N:37]=[N:36][N:35]=2)=[CH:26][CH:27]=1)[CH2:16][CH2:17][CH2:18][CH3:19]. The yield is 0.390. (7) The reactants are Cl[C:2]1[CH:7]=[CH:6][C:5]([NH:8][C:9](=[O:15])[O:10][C:11]([CH3:14])([CH3:13])[CH3:12])=[CH:4][C:3]=1[CH2:16][OH:17].N[C:19]1C(C)=C(CO)C=CC=1. No catalyst specified. The product is [OH:17][CH2:16][C:3]1[C:4]([CH3:19])=[C:5]([NH:8][C:9](=[O:15])[O:10][C:11]([CH3:14])([CH3:13])[CH3:12])[CH:6]=[CH:7][CH:2]=1. The yield is 0.870. (8) The product is [CH:28]([C:8]1[C:3]([OH:2])=[CH:4][C:5]([CH:14]=[CH:15][C:16]2[C:21]([F:22])=[CH:20][C:19]([F:23])=[CH:18][C:17]=2[F:24])=[CH:6][C:7]=1[OH:12])([CH3:29])[CH3:27]. The yield is 0.140. No catalyst specified. The reactants are C[O:2][C:3]1[CH:4]=[C:5]([CH:14]=[CH:15][C:16]2[C:21]([F:22])=[CH:20][C:19]([F:23])=[CH:18][C:17]=2[F:24])[CH:6]=[C:7]([O:12]C)[C:8]=1CCC.Cl.N1C=C[CH:29]=[CH:28][CH:27]=1.